This data is from Forward reaction prediction with 1.9M reactions from USPTO patents (1976-2016). The task is: Predict the product of the given reaction. (1) Given the reactants ClC1C=CC(N[C:9](=[O:11])[CH3:10])=C(O)C=1.[H-].[Na+].C(C1OC1)Br.[Cl:20][C:21]1[CH:32]=[CH:31][C:24]2[NH:25][CH:26]([CH2:29][OH:30])[CH2:27][O:28][C:23]=2[CH:22]=1.ClC1C=CC(NC(=O)C)=C(OCC2CO2)C=1, predict the reaction product. The product is: [C:9]([O:30][CH2:29][CH:26]1[NH:25][C:24]2[CH:31]=[CH:32][C:21]([Cl:20])=[CH:22][C:23]=2[O:28][CH2:27]1)(=[O:11])[CH3:10]. (2) Given the reactants [C:1]([O:4][CH2:5][CH2:6][O:7][C:8]1[C:12](I)=[C:11]([N:14]([S:21]([C:24]2[CH:29]=[CH:28][C:27]([C:30]([CH3:33])([CH3:32])[CH3:31])=[CH:26][CH:25]=2)(=[O:23])=[O:22])[CH2:15][O:16][CH2:17][CH2:18][O:19][CH3:20])[N:10]([CH3:34])[N:9]=1)(=[O:3])[CH3:2].C(O)C.C(=O)([O-])[O-].[Cs+].[Cs+].[F:44][C:45]([F:56])([F:55])[C:46]1[CH:51]=[CH:50][C:49](B(O)O)=[CH:48][CH:47]=1, predict the reaction product. The product is: [C:1]([O:4][CH2:5][CH2:6][O:7][C:8]1[C:12]([C:49]2[CH:50]=[CH:51][C:46]([C:45]([F:56])([F:55])[F:44])=[CH:47][CH:48]=2)=[C:11]([N:14]([S:21]([C:24]2[CH:29]=[CH:28][C:27]([C:30]([CH3:33])([CH3:32])[CH3:31])=[CH:26][CH:25]=2)(=[O:23])=[O:22])[CH2:15][O:16][CH2:17][CH2:18][O:19][CH3:20])[N:10]([CH3:34])[N:9]=1)(=[O:3])[CH3:2]. (3) The product is: [C:10]12([NH:20][CH2:8][C:5]3[CH:4]=[CH:3][C:2]([Br:1])=[CH:7][N:6]=3)[CH2:17][CH:16]3[CH2:15][CH:14]([CH2:13][CH:12]([CH2:18]3)[CH2:11]1)[CH2:19]2. Given the reactants [Br:1][C:2]1[CH:3]=[CH:4][C:5]([CH:8]=O)=[N:6][CH:7]=1.[C:10]12([NH2:20])[CH2:19][CH:14]3[CH2:15][CH:16]([CH2:18][CH:12]([CH2:13]3)[CH2:11]1)[CH2:17]2, predict the reaction product. (4) The product is: [F:1][C:2]([F:16])([F:17])[C:3]1[CH:11]=[C:10]([C:12]([F:15])([F:13])[F:14])[CH:9]=[CH:8][C:4]=1[C:5]1[CH:41]=[C:40]([CH2:39][N:38]([CH2:42][C:43]2[CH:44]=[CH:45][C:46]([S:49][C:50]([CH3:59])([CH3:58])[C:51]([O:53][C:54]([CH3:57])([CH3:56])[CH3:55])=[O:52])=[CH:47][CH:48]=2)[CH2:37][C:33]2[O:32][CH:36]=[CH:35][CH:34]=2)[O:7][N:6]=1. Given the reactants [F:1][C:2]([F:17])([F:16])[C:3]1[CH:11]=[C:10]([C:12]([F:15])([F:14])[F:13])[CH:9]=[CH:8][C:4]=1[CH:5]=[N:6][OH:7].N1C=CC=CC=1.ClN1C(=O)CCC1=O.[O:32]1[CH:36]=[CH:35][CH:34]=[C:33]1[CH2:37][N:38]([CH2:42][C:43]1[CH:48]=[CH:47][C:46]([S:49][C:50]([CH3:59])([CH3:58])[C:51]([O:53][C:54]([CH3:57])([CH3:56])[CH3:55])=[O:52])=[CH:45][CH:44]=1)[CH2:39][C:40]#[CH:41].C(N(CC)CC)C.Cl, predict the reaction product. (5) Given the reactants [CH2:1]([O:3][C:4]([C:6]1([CH3:27])[CH2:11][CH2:10][N:9]([C:12]2[CH2:26][C:15]3([CH2:18][N:17](C(OC(C)(C)C)=O)[CH2:16]3)[O:14][N:13]=2)[CH2:8][CH2:7]1)=[O:5])[CH3:2].[CH:28]1([C:31]2[C:36]([F:37])=[C:35]([CH:38]=O)[C:34]([O:40][CH3:41])=[CH:33][C:32]=2[C:42]2[CH:47]=[CH:46][C:45]([F:48])=[CH:44][CH:43]=2)[CH2:30][CH2:29]1, predict the reaction product. The product is: [CH:28]1([C:31]2[C:36]([F:37])=[C:35]([CH2:38][N:17]3[CH2:16][C:15]4([CH2:26][C:12]([N:9]5[CH2:10][CH2:11][C:6]([CH3:27])([C:4]([O:3][CH2:1][CH3:2])=[O:5])[CH2:7][CH2:8]5)=[N:13][O:14]4)[CH2:18]3)[C:34]([O:40][CH3:41])=[CH:33][C:32]=2[C:42]2[CH:43]=[CH:44][C:45]([F:48])=[CH:46][CH:47]=2)[CH2:30][CH2:29]1. (6) Given the reactants Cl[C:2]1[CH:7]=[CH:6][N:5]=[C:4]2[CH:8]=[C:9]([C:11]3[CH:16]=[CH:15][CH:14]=[CH:13][CH:12]=3)[O:10][C:3]=12.[NH2:17][C:18]1[CH:23]=[CH:22][C:21]([OH:24])=[CH:20][CH:19]=1.C(=O)([O-])[O-].[Cs+].[Cs+].O, predict the reaction product. The product is: [C:11]1([C:9]2[O:10][C:3]3[C:4](=[N:5][CH:6]=[CH:7][C:2]=3[O:24][C:21]3[CH:22]=[CH:23][C:18]([NH2:17])=[CH:19][CH:20]=3)[CH:8]=2)[CH:16]=[CH:15][CH:14]=[CH:13][CH:12]=1.